From a dataset of Catalyst prediction with 721,799 reactions and 888 catalyst types from USPTO. Predict which catalyst facilitates the given reaction. (1) Reactant: [NH2:1][CH:2]([CH2:21][CH2:22][C:23]1[C:32]2[C:27](=[CH:28][CH:29]=[C:30]([O:33][CH3:34])[N:31]=2)[N:26]=[CH:25][CH:24]=1)[CH2:3][CH2:4][CH:5]1[O:9][C:8](=[O:10])[N:7]([C:11]2[CH:20]=[CH:19][C:14]3[O:15][CH2:16][CH2:17][O:18][C:13]=3[CH:12]=2)[CH2:6]1.[C:35](Cl)([CH3:37])=[O:36]. Product: [O:15]1[C:14]2[CH:19]=[CH:20][C:11]([N:7]3[CH2:6][CH:5]([CH2:4][CH2:3][CH:2]([NH:1][C:35](=[O:36])[CH3:37])[CH2:21][CH2:22][C:23]4[C:32]5[C:27](=[CH:28][CH:29]=[C:30]([O:33][CH3:34])[N:31]=5)[N:26]=[CH:25][CH:24]=4)[O:9][C:8]3=[O:10])=[CH:12][C:13]=2[O:18][CH2:17][CH2:16]1. The catalyst class is: 2. (2) Reactant: [OH-].[Na+].[Cl:3][C:4]1[CH:5]=[C:6]([C:14]([O:16]C(C)C)=[O:15])[CH:7]=[N:8][C:9]=1[O:10][CH:11]([CH3:13])[CH3:12].C(Cl)Cl. Product: [Cl:3][C:4]1[CH:5]=[C:6]([C:14]([OH:16])=[O:15])[CH:7]=[N:8][C:9]=1[O:10][CH:11]([CH3:13])[CH3:12]. The catalyst class is: 5. (3) Reactant: C(=O)([O-])[O-].[K+].[K+].Br[CH2:8][CH2:9][CH:10]([CH3:14])[CH2:11][CH2:12]Br.[Cl:15][C:16]1[CH:21]=[CH:20][C:19]([C:22]2[CH:23]=[CH:24][C:25]([C:28]#[C:29][C:30]3[CH:35]=[CH:34][C:33](/[C:36](/[CH3:41])=[CH:37]/[C@@H:38]([NH2:40])[CH3:39])=[CH:32][CH:31]=3)=[N:26][CH:27]=2)=[CH:18][CH:17]=1. The catalyst class is: 31. Product: [Cl:15][C:16]1[CH:21]=[CH:20][C:19]([C:22]2[CH:23]=[CH:24][C:25]([C:28]#[C:29][C:30]3[CH:31]=[CH:32][C:33](/[C:36](/[CH3:41])=[CH:37]/[C@@H:38]([N:40]4[CH2:12][CH2:11][CH:10]([CH3:14])[CH2:9][CH2:8]4)[CH3:39])=[CH:34][CH:35]=3)=[N:26][CH:27]=2)=[CH:18][CH:17]=1.